This data is from Full USPTO retrosynthesis dataset with 1.9M reactions from patents (1976-2016). The task is: Predict the reactants needed to synthesize the given product. (1) Given the product [ClH:35].[NH2:8][C:9]1[C:10]([C:29](=[O:34])[C:30]([F:32])([F:33])[F:31])=[CH:11][CH:12]=[C:13]([NH:15][CH:16]2[CH2:21][CH2:20][CH2:19][NH:18][CH2:17]2)[N:14]=1, predict the reactants needed to synthesize it. The reactants are: C(OC([NH:8][C:9]1[N:14]=[C:13]([NH:15][CH:16]2[CH2:21][CH2:20][CH2:19][N:18](C(OC(C)(C)C)=O)[CH2:17]2)[CH:12]=[CH:11][C:10]=1[C:29](=[O:34])[C:30]([F:33])([F:32])[F:31])=O)(C)(C)C.[ClH:35]. (2) The reactants are: [Cl:1][C:2]1[N:11]=[CH:10][C:9]2[NH:8][C:7](=[O:12])[C@H:6]([CH2:13][CH3:14])[N:5]([CH:15]3[CH2:19][CH2:18][CH2:17][CH2:16]3)[C:4]=2[N:3]=1.[C:20]1(C)C=CC(S(OC)(=O)=O)=CC=1.C(=O)([O-])[O-].[K+].[K+].O. Given the product [Cl:1][C:2]1[N:11]=[CH:10][C:9]2[N:8]([CH3:20])[C:7](=[O:12])[C@H:6]([CH2:13][CH3:14])[N:5]([CH:15]3[CH2:19][CH2:18][CH2:17][CH2:16]3)[C:4]=2[N:3]=1, predict the reactants needed to synthesize it. (3) Given the product [Si:35]([O:34][CH2:33][CH2:32][O:31][C:30]1[CH:42]=[C:26]([N:15]2[CH2:14][CH2:13][N:12]([CH:11]([C:5]3[CH:6]=[CH:7][C:8]([O:9][CH3:10])=[C:3]([O:2][CH3:1])[CH:4]=3)[CH3:16])[CH2:17][CH2:18]2)[CH:27]=[CH:28][C:29]=1[Cl:43])([C:38]([CH3:41])([CH3:40])[CH3:39])([CH3:37])[CH3:36], predict the reactants needed to synthesize it. The reactants are: [CH3:1][O:2][C:3]1[CH:4]=[C:5]([CH:11]2[CH2:16][NH:15][CH2:14][CH2:13][N:12]2[CH2:17][CH3:18])[CH:6]=[CH:7][C:8]=1[O:9][CH3:10].CC(C)([O-])C.[K+].Br[C:26]1[CH:27]=[CH:28][C:29]([Cl:43])=[C:30]([CH:42]=1)[O:31][CH2:32][CH2:33][O:34][Si:35]([C:38]([CH3:41])([CH3:40])[CH3:39])([CH3:37])[CH3:36].C1C=CC(P(C2C(C3C(P(C4C=CC=CC=4)C4C=CC=CC=4)=CC=C4C=3C=CC=C4)=C3C(C=CC=C3)=CC=2)C2C=CC=CC=2)=CC=1. (4) Given the product [N:15]1[C:23]2[C:18](=[N:19][CH:20]=[CH:21][CH:22]=2)[S:17][C:16]=1[C:11]1[N:10]=[N:9][N:8]([C:3]2[CH:4]=[CH:5][CH:6]=[CH:7][C:2]=2[Cl:1])[C:12]=1[CH3:13], predict the reactants needed to synthesize it. The reactants are: [Cl:1][C:2]1[CH:7]=[CH:6][CH:5]=[CH:4][C:3]=1[N:8]1[C:12]([CH3:13])=[C:11](I)[N:10]=[N:9]1.[N:15]1[C:23]2[C:18](=[N:19][CH:20]=[CH:21][CH:22]=2)[S:17][CH:16]=1.C([O-])(=O)C.[Na+]. (5) Given the product [Br:1][C:2]1[CH:7]=[CH:6][C:5]([S:8]([NH:19][CH2:18][CH2:17][N:12]2[CH2:16][CH2:15][CH2:14][CH2:13]2)(=[O:10])=[O:9])=[CH:4][CH:3]=1, predict the reactants needed to synthesize it. The reactants are: [Br:1][C:2]1[CH:7]=[CH:6][C:5]([S:8](Cl)(=[O:10])=[O:9])=[CH:4][CH:3]=1.[N:12]1([CH2:17][CH2:18][NH2:19])[CH2:16][CH2:15][CH2:14][CH2:13]1. (6) Given the product [C:21]([C:20]1[C:15]([NH:14][C:11](=[O:12])[CH2:10][O:9][CH2:1][CH2:2][C:3]2[CH:8]=[CH:7][CH:6]=[CH:5][CH:4]=2)=[N:16][CH:17]=[CH:18][CH:19]=1)#[N:22], predict the reactants needed to synthesize it. The reactants are: [CH2:1]([O:9][CH2:10][C:11](Cl)=[O:12])[CH2:2][C:3]1[CH:8]=[CH:7][CH:6]=[CH:5][CH:4]=1.[NH2:14][C:15]1[C:20]([C:21]#[N:22])=[CH:19][CH:18]=[CH:17][N:16]=1. (7) Given the product [C:19]1([C:17]2[CH:18]=[C:14]([C:12]3[O:11][N:10]=[C:9]([C:6]4[CH:7]=[CH:8][C:3]([CH2:2][N:29]5[CH:33]=[C:32]([C:34]([O:36][CH2:37][CH3:38])=[O:35])[CH:31]=[N:30]5)=[CH:4][CH:5]=4)[N:13]=3)[S:15][C:16]=2[C:25]([F:27])([F:28])[F:26])[CH:20]=[CH:21][CH:22]=[CH:23][CH:24]=1, predict the reactants needed to synthesize it. The reactants are: Br[CH2:2][C:3]1[CH:8]=[CH:7][C:6]([C:9]2[N:13]=[C:12]([C:14]3[S:15][C:16]([C:25]([F:28])([F:27])[F:26])=[C:17]([C:19]4[CH:24]=[CH:23][CH:22]=[CH:21][CH:20]=4)[CH:18]=3)[O:11][N:10]=2)=[CH:5][CH:4]=1.[NH:29]1[CH:33]=[C:32]([C:34]([O:36][CH2:37][CH3:38])=[O:35])[CH:31]=[N:30]1.CC(C)([O-])C.[K+].